From a dataset of Reaction yield outcomes from USPTO patents with 853,638 reactions. Predict the reaction yield, written as a fraction of the theoretical maximum amount of product (1.0 means a 100% yield; for example, 0.34 means a 34% yield). (1) The reactants are [CH3:1][C:2]1[C:6]([CH2:7][N:8]2[CH:12]=[C:11]([N:13]3[C:17](=[O:18])[CH2:16][NH:15][C:14]3=[O:19])[CH:10]=[N:9]2)=[C:5]([CH3:20])[O:4][N:3]=1.[CH3:21][O:22][C:23]1[CH:24]=[C:25]([CH:29]=[CH:30][CH:31]=1)[CH2:26][CH2:27]Br. No catalyst specified. The product is [CH3:1][C:2]1[C:6]([CH2:7][N:8]2[CH:12]=[C:11]([N:13]3[C:17](=[O:18])[CH2:16][N:15]([CH2:27][CH2:26][C:25]4[CH:29]=[CH:30][CH:31]=[C:23]([O:22][CH3:21])[CH:24]=4)[C:14]3=[O:19])[CH:10]=[N:9]2)=[C:5]([CH3:20])[O:4][N:3]=1. The yield is 0.340. (2) The reactants are [Cl:1][CH:2]([CH3:7])[CH2:3][N:4]=[C:5]=[O:6].[Cl:8][C:9]1[CH:10]=[C:11]([CH2:15][CH:16]([NH2:23])[C:17]2[CH:22]=[CH:21][CH:20]=[CH:19][CH:18]=2)[CH:12]=[CH:13][CH:14]=1. The catalyst is C1COCC1. The product is [Cl:8][C:9]1[CH:10]=[C:11]([CH2:15][CH:16]([NH:23][C:5]([NH:4][CH2:3][CH:2]([Cl:1])[CH3:7])=[O:6])[C:17]2[CH:18]=[CH:19][CH:20]=[CH:21][CH:22]=2)[CH:12]=[CH:13][CH:14]=1. The yield is 0.730. (3) The reactants are [F:1][C:2]1[CH:7]=[CH:6][C:5]([C:8]([F:11])([F:10])[F:9])=[CH:4][CH:3]=1.CC(O)C.C(=O)=O.C([Li])CCC.[C:24]([O:28][C:29]([N:31]1[CH2:36][CH2:35][CH:34]([C:37](=[O:42])N(OC)C)[CH2:33][CH2:32]1)=[O:30])([CH3:27])([CH3:26])[CH3:25]. The catalyst is C1COCC1.CCCCCC. The product is [C:24]([O:28][C:29]([N:31]1[CH2:36][CH2:35][CH:34]([C:37](=[O:42])[C:7]2[CH:6]=[C:5]([C:8]([F:9])([F:10])[F:11])[CH:4]=[CH:3][C:2]=2[F:1])[CH2:33][CH2:32]1)=[O:30])([CH3:27])([CH3:26])[CH3:25]. The yield is 0.480. (4) The reactants are [Br:1][C:2]1[CH:6]=[C:5](I)[S:4][C:3]=1[C:8]([O:10][CH3:11])=[O:9].[CH3:12]CN(CC)CC.[CH2:19]1[CH2:23]O[CH2:21][CH2:20]1. The catalyst is C(OCC)C.[Cu]I. The product is [Br:1][C:2]1[CH:6]=[C:5]([C:21]#[C:20][CH:19]([CH3:23])[CH3:12])[S:4][C:3]=1[C:8]([O:10][CH3:11])=[O:9]. The yield is 0.350.